This data is from Experimentally validated miRNA-target interactions with 360,000+ pairs, plus equal number of negative samples. The task is: Binary Classification. Given a miRNA mature sequence and a target amino acid sequence, predict their likelihood of interaction. (1) The miRNA is hsa-miR-29b-1-5p with sequence GCUGGUUUCAUAUGGUGGUUUAGA. The protein sequence of the target gene is MVKLFIGNLPREATEQEIRSLFEQYGKVLECDIIKNYGFVHIEDKTAAEDAIRNLHHYKLHGVNINVEASKNKSKTSTKLHVGNISPTCTNKELRAKFEEYGPVIECDIVKDYAFVHMERAEDAVEAIRGLDNTEFQGKRMHVQLSTSRLRTAPGMGDQSGCYRCGKEGHWSKECPIDRSGRVADLTEQYNEQYGAVRTPYTMSYGDSLYYNNAYGALDAYYKRCRAARSYEAVAAAAASVYNYAEQTLSQLPQVQNTAMASHLTSTSLDPYDRHLLPTSGAAATAAAAAAAAAAVTAAS.... Result: 0 (no interaction). (2) The miRNA is hsa-miR-335-5p with sequence UCAAGAGCAAUAACGAAAAAUGU. The protein sequence of the target gene is MPGSDTALTVDRTYSYPGRHHRCKSRVERHDMNTLSLPLNIRRGGSDTNLNFDVPDGILDFHKVKLTADSLKQKILKVTEQIKIEQTSRDGNVAEYLKLVNNADKQQAGRIKQVFEKKNQKSAHSIAQLQKKLEQYHRKLREIEQNGASRSSKDISKDHLKDIHRSLKDAHVKSRTAPHCMESSKSGMPGVSLTPPVFVFNKSREFANLIRNKFGSADNIAHLKNSLEEFRPEASARAYGGSATIVNKPKYGSDDECSSGTSGSADSNGNQSFGAGGASTLDSQGKLAVILEELREIKDT.... Result: 1 (interaction).